Dataset: Full USPTO retrosynthesis dataset with 1.9M reactions from patents (1976-2016). Task: Predict the reactants needed to synthesize the given product. (1) Given the product [CH3:1][O:2][C:3]([C:5]1[C:6]([C:12]2[CH:17]=[CH:16][C:15]([C@H:18]([NH:20][C:21]([C:23]3([NH:27][C:34]([C:33]4[O:29][N:30]=[CH:31][CH:32]=4)=[O:35])[CH2:24][O:25][CH2:26]3)=[O:22])[CH3:19])=[C:14]([F:28])[CH:13]=2)=[CH:7][CH:8]=[CH:9][C:10]=1[Cl:11])=[O:4], predict the reactants needed to synthesize it. The reactants are: [CH3:1][O:2][C:3]([C:5]1[C:6]([C:12]2[CH:17]=[CH:16][C:15]([C@H:18]([NH:20][C:21]([C:23]3([NH2:27])[CH2:26][O:25][CH2:24]3)=[O:22])[CH3:19])=[C:14]([F:28])[CH:13]=2)=[CH:7][CH:8]=[CH:9][C:10]=1[Cl:11])=[O:4].[O:29]1[C:33]([C:34](O)=[O:35])=[CH:32][CH:31]=[N:30]1. (2) Given the product [N:13]1([CH2:22][N:23]2[C:28](=[O:29])[C:27]([CH2:30][C:31]3[CH:36]=[CH:35][C:34]([C:37]4[CH:42]=[CH:41][CH:40]=[CH:39][C:38]=4[C:43]4[NH:3][C:4](=[O:7])[O:5][N:44]=4)=[CH:33][CH:32]=3)=[C:26]([CH2:45][CH2:46][CH2:47][CH3:48])[N:25]=[C:24]2[CH3:49])[C:17]2[CH:18]=[CH:19][CH:20]=[CH:21][C:16]=2[N:15]=[N:14]1, predict the reactants needed to synthesize it. The reactants are: [Cl-].O[NH3+:3].[C:4](=[O:7])([O-])[OH:5].[Na+].CS(C)=O.[N:13]1([CH2:22][N:23]2[C:28](=[O:29])[C:27]([CH2:30][C:31]3[CH:36]=[CH:35][C:34]([C:37]4[C:38]([C:43]#[N:44])=[CH:39][CH:40]=[CH:41][CH:42]=4)=[CH:33][CH:32]=3)=[C:26]([CH2:45][CH2:46][CH2:47][CH3:48])[N:25]=[C:24]2[CH3:49])[C:17]2[CH:18]=[CH:19][CH:20]=[CH:21][C:16]=2[N:15]=[N:14]1. (3) Given the product [OH:12][C:11]1[N:7]([CH3:1])[N:8]=[C:9]([CH:13]([CH3:14])[CH3:15])[C:10]=1[C:18](=[O:17])[CH3:19], predict the reactants needed to synthesize it. The reactants are: [C:1]1([N:7]2[C:11]([OH:12])=[CH:10][C:9]([CH:13]([CH3:15])[CH3:14])=[N:8]2)C=CC=CC=1.C[O:17][C:18](OC)(OC)[CH3:19]. (4) Given the product [CH:1]1([CH:7]([NH:26][C:27]2[CH:32]=[CH:31][C:30]([C:33]([N:35]([CH3:43])[CH2:36][CH2:37][C:38]([O:40][CH2:41][CH3:42])=[O:39])=[O:34])=[CH:29][CH:28]=2)[C:8]2[CH:12]=[C:11]([C:13]3[CH:14]=[CH:15][C:16]([O:19][CH2:20][CH2:21][CH2:22][S:23]([CH3:24])=[O:44])=[CH:17][CH:18]=3)[O:10][C:9]=2[CH3:25])[CH2:6][CH2:5][CH2:4][CH2:3][CH2:2]1, predict the reactants needed to synthesize it. The reactants are: [CH:1]1([CH:7]([NH:26][C:27]2[CH:32]=[CH:31][C:30]([C:33]([N:35]([CH3:43])[CH2:36][CH2:37][C:38]([O:40][CH2:41][CH3:42])=[O:39])=[O:34])=[CH:29][CH:28]=2)[C:8]2[CH:12]=[C:11]([C:13]3[CH:18]=[CH:17][C:16]([O:19][CH2:20][CH2:21][CH2:22][S:23][CH3:24])=[CH:15][CH:14]=3)[O:10][C:9]=2[CH3:25])[CH2:6][CH2:5][CH2:4][CH2:3][CH2:2]1.[OH:44]OS([O-])=O.[K+]. (5) Given the product [CH2:10]([C@H:17]1[CH2:21][N:20]([C:7]([CH:3]2[CH2:4][CH2:5][CH2:6][O:2]2)=[O:9])[C@H:19]([C:22]([NH:24][C:25]2[CH:30]=[CH:29][C:28]([O:31][C:32]3[CH:33]=[CH:34][C:35]([F:38])=[CH:36][CH:37]=3)=[CH:27][CH:26]=2)=[O:23])[CH2:18]1)[C:11]1[CH:12]=[CH:13][CH:14]=[CH:15][CH:16]=1, predict the reactants needed to synthesize it. The reactants are: Cl.[O:2]1[CH2:6][CH2:5][CH2:4][CH:3]1[C:7]([OH:9])=O.[CH2:10]([C@H:17]1[CH2:21][NH:20][C@H:19]([C:22]([NH:24][C:25]2[CH:30]=[CH:29][C:28]([O:31][C:32]3[CH:37]=[CH:36][C:35]([F:38])=[CH:34][CH:33]=3)=[CH:27][CH:26]=2)=[O:23])[CH2:18]1)[C:11]1[CH:16]=[CH:15][CH:14]=[CH:13][CH:12]=1. (6) Given the product [C:4]([C:25]1[CH:24]=[CH:23][C:19]([C:20]([OH:22])=[O:21])=[C:18]([F:26])[C:17]=1[Br:16])([CH3:7])([CH3:6])[CH3:5], predict the reactants needed to synthesize it. The reactants are: C(OC(O[C:4]([CH3:7])([CH3:6])[CH3:5])=O)(O[C:4]([CH3:7])([CH3:6])[CH3:5])=O.[Br:16][C:17]1[C:18]([F:26])=[C:19]([CH:23]=[CH:24][CH:25]=1)[C:20]([OH:22])=[O:21]. (7) Given the product [F:1][C:2]1[CH:7]=[CH:6][C:5]([C:8]2[O:9][C:10]3[CH:20]=[CH:19][C:18]([C:21]4[CH:29]=[C:25]([C:26](=[O:28])[NH:43][C:40]5([C:36]6[N:35]=[N:34][CH:39]=[CH:38][CH:37]=6)[CH2:42][CH2:41]5)[C:24]([O:30][CH3:31])=[CH:23][C:22]=4[CH3:32])=[CH:17][C:11]=3[C:12]=2[C:13]([NH:14][CH3:15])=[O:16])=[CH:4][CH:3]=1, predict the reactants needed to synthesize it. The reactants are: [F:1][C:2]1[CH:7]=[CH:6][C:5]([C:8]2[O:9][C:10]3[CH:20]=[CH:19][C:18]([C:21]4[C:22]([CH3:32])=[CH:23][C:24]([O:30][CH3:31])=[C:25]([CH:29]=4)[C:26]([OH:28])=O)=[CH:17][C:11]=3[C:12]=2[C:13](=[O:16])[NH:14][CH3:15])=[CH:4][CH:3]=1.Cl.[N:34]1[CH:39]=[CH:38][CH:37]=[C:36]([C:40]2([NH2:43])[CH2:42][CH2:41]2)[N:35]=1.C(N(CC)CC)C.